This data is from Forward reaction prediction with 1.9M reactions from USPTO patents (1976-2016). The task is: Predict the product of the given reaction. Given the reactants [CH3:1][O:2][C:3]1[CH:12]=[CH:11][C:10]([I:13])=[CH:9][C:4]=1[C:5]([O:7]C)=[O:6].O, predict the reaction product. The product is: [CH3:1][O:2][C:3]1[CH:12]=[CH:11][C:10]([I:13])=[CH:9][C:4]=1[C:5]([OH:7])=[O:6].